Dataset: Full USPTO retrosynthesis dataset with 1.9M reactions from patents (1976-2016). Task: Predict the reactants needed to synthesize the given product. (1) The reactants are: [NH2:1][C:2]1[O:3][C:4]2[C:5](=[C:7]([C:19]#[N:20])[C:8]([CH3:18])=[C:9]([C:12]3[CH:17]=[CH:16][CH:15]=[CH:14][CH:13]=3)[C:10]=2F)[N:6]=1.[CH3:21][N:22]([CH3:28])[C@H:23]1[CH2:27][CH2:26][NH:25][CH2:24]1.C(N(CC)CC)C.C(OCC)(=O)C. Given the product [NH2:1][C:2]1[O:3][C:4]2[C:5](=[C:7]([C:19]#[N:20])[C:8]([CH3:18])=[C:9]([C:12]3[CH:17]=[CH:16][CH:15]=[CH:14][CH:13]=3)[C:10]=2[N:25]2[CH2:26][CH2:27][C@H:23]([N:22]([CH3:28])[CH3:21])[CH2:24]2)[N:6]=1, predict the reactants needed to synthesize it. (2) Given the product [CH3:1][O:2][C:3]1[CH:4]=[C:5]([CH:21]=[CH:22][C:23]=1[O:24][CH2:25][C:26]1[N:27]=[C:28]([C:32]2[CH:37]=[CH:36][CH:35]=[CH:34][CH:33]=2)[O:29][C:30]=1[CH3:31])[CH2:6][O:7][C:8]1[C:12](/[CH:13]=[CH:38]/[P:47](=[O:54])([O:48][CH2:49][CH3:50])[O:51][CH2:52][CH3:53])=[CH:11][N:10]([C:15]2[CH:16]=[CH:17][CH:18]=[CH:19][CH:20]=2)[N:9]=1, predict the reactants needed to synthesize it. The reactants are: [CH3:1][O:2][C:3]1[CH:4]=[C:5]([CH:21]=[CH:22][C:23]=1[O:24][CH2:25][C:26]1[N:27]=[C:28]([C:32]2[CH:37]=[CH:36][CH:35]=[CH:34][CH:33]=2)[O:29][C:30]=1[CH3:31])[CH2:6][O:7][C:8]1[C:12]([CH:13]=O)=[CH:11][N:10]([C:15]2[CH:20]=[CH:19][CH:18]=[CH:17][CH:16]=2)[N:9]=1.[CH2:38]([P:47](=[O:54])([O:51][CH2:52][CH3:53])[O:48][CH2:49][CH3:50])P(=O)(OCC)OCC.CN(C)C=O.[H-].[Na+]. (3) Given the product [I-:1].[Cl:47][C:48]1[CH:68]=[CH:67][C:51]([C:52]([C:54]2[CH:66]=[CH:65][C:57]([O:58][C:59]([CH3:63])([CH3:60])[C:2]([O:23][CH2:24][N+:25]3([CH3:46])[CH2:30][CH2:29][N:28]([C:31]4[C:32]5[CH:44]=[C:43]([CH3:45])[S:42][C:33]=5[NH:34][C:35]5[CH:41]=[CH:40][CH:39]=[CH:38][C:36]=5[N:37]=4)[CH2:27][CH2:26]3)=[O:22])=[CH:56][CH:55]=2)=[O:53])=[CH:50][CH:49]=1, predict the reactants needed to synthesize it. The reactants are: [I-:1].[C:2]([O:23][CH2:24][N+:25]1([CH3:46])[CH2:30][CH2:29][N:28]([C:31]2[C:32]3[CH:44]=[C:43]([CH3:45])[S:42][C:33]=3[NH:34][C:35]3[CH:41]=[CH:40][CH:39]=[CH:38][C:36]=3[N:37]=2)[CH2:27][CH2:26]1)(=[O:22])CCCCCCCCCCCCCCCCCCC.[Cl:47][C:48]1[CH:68]=[CH:67][C:51]([C:52]([C:54]2[CH:66]=[CH:65][C:57]([O:58][C:59](C)([CH3:63])[C:60](O)=O)=[CH:56][CH:55]=2)=[O:53])=[CH:50][CH:49]=1. (4) Given the product [CH2:45]([C@@H:42]1[CH2:41][CH2:40][C@H:39]([O:38][C:29]2[C:30]([C:34]([F:35])([F:36])[F:37])=[C:31]3[C:26](=[CH:27][CH:28]=2)[CH:25]=[C:24]([CH:21]([N:15]2[CH2:16][CH2:17][CH2:18][C@H:13]([CH2:12][C:11]([OH:10])=[O:19])[CH2:14]2)[CH2:22][CH3:23])[CH:33]=[CH:32]3)[CH2:44][CH2:43]1)[CH3:46], predict the reactants needed to synthesize it. The reactants are: C(=O)([O-])[O-].[K+].[K+].Cl.C([O:10][C:11](=[O:19])[CH2:12][C@H:13]1[CH2:18][CH2:17][CH2:16][NH:15][CH2:14]1)C.Br[CH:21]([C:24]1[CH:25]=[C:26]2[C:31](=[CH:32][CH:33]=1)[C:30]([C:34]([F:37])([F:36])[F:35])=[C:29]([O:38][C@H:39]1[CH2:44][CH2:43][C@@H:42]([CH2:45][CH3:46])[CH2:41][CH2:40]1)[CH:28]=[CH:27]2)[CH2:22][CH3:23].O1CCCC1.CO.[OH-].[Na+].Cl. (5) Given the product [O:4]1[C:5]2([CH2:10][CH2:9][C:8]([C:11]3[C:19]4[C:14](=[CH:15][CH:16]=[C:17]([Br:20])[CH:18]=4)[NH:13][CH:12]=3)=[CH:7][CH2:6]2)[O:1][CH2:2][CH2:3]1, predict the reactants needed to synthesize it. The reactants are: [O:1]1[C:5]2([CH2:10][CH2:9][C:8]([C:11]3[C:19]4[C:14](=[CH:15][CH:16]=[CH:17][CH:18]=4)[NH:13][CH:12]=3)=[CH:7][CH2:6]2)[O:4][CH2:3][CH2:2]1.[Br:20]C1C=C2C(=CC=1)NC=C2. (6) Given the product [F:1][C:2]1[CH:36]=[C:35]([NH:37][C:38]([C:40]2([C:43](=[O:52])[NH:44][C:45]3[CH:46]=[CH:47][C:48]([F:51])=[CH:49][CH:50]=3)[CH2:42][CH2:41]2)=[O:39])[CH:34]=[CH:33][C:3]=1[O:4][C:5]1[CH:10]=[CH:9][N:8]=[C:7]2[N:11]([CH2:24][C:25]3[CH:26]=[CH:27][C:28]([O:31][CH3:32])=[CH:29][CH:30]=3)[N:12]=[C:13]([C:14]3[CH:23]=[CH:22][C:17]([C:18]([OH:20])=[O:19])=[CH:16][CH:15]=3)[C:6]=12, predict the reactants needed to synthesize it. The reactants are: [F:1][C:2]1[CH:36]=[C:35]([NH:37][C:38]([C:40]2([C:43](=[O:52])[NH:44][C:45]3[CH:50]=[CH:49][C:48]([F:51])=[CH:47][CH:46]=3)[CH2:42][CH2:41]2)=[O:39])[CH:34]=[CH:33][C:3]=1[O:4][C:5]1[CH:10]=[CH:9][N:8]=[C:7]2[N:11]([CH2:24][C:25]3[CH:30]=[CH:29][C:28]([O:31][CH3:32])=[CH:27][CH:26]=3)[N:12]=[C:13]([C:14]3[CH:23]=[CH:22][C:17]([C:18]([O:20]C)=[O:19])=[CH:16][CH:15]=3)[C:6]=12.[OH-].[Na+]. (7) Given the product [CH:31]1([C:27]2[CH:28]=[C:29]([CH3:30])[C:24]([N:21]3[CH2:20][CH2:19][N:18]([C:16]([C:13]4[CH:14]=[CH:15][C:10]([N:4]5[CH2:3][C@H:2]([CH3:1])[CH2:6][S:5]5(=[O:8])=[O:7])=[CH:11][C:12]=4[F:34])=[O:17])[CH2:23][CH2:22]3)=[N:25][CH:26]=2)[CH2:32][CH2:33]1, predict the reactants needed to synthesize it. The reactants are: [CH3:1][C@@H:2]1[CH2:6][S:5](=[O:8])(=[O:7])[NH:4][CH2:3]1.Br[C:10]1[CH:15]=[CH:14][C:13]([C:16]([N:18]2[CH2:23][CH2:22][N:21]([C:24]3[C:29]([CH3:30])=[CH:28][C:27]([CH:31]4[CH2:33][CH2:32]4)=[CH:26][N:25]=3)[CH2:20][CH2:19]2)=[O:17])=[C:12]([F:34])[CH:11]=1. (8) Given the product [Br:1][C:2]1[CH:8]=[CH:7][C:6]([Cl:9])=[CH:5][C:3]=1[NH:4][C:20](=[O:21])[O:22][C:23]([CH3:26])([CH3:25])[CH3:24], predict the reactants needed to synthesize it. The reactants are: [Br:1][C:2]1[CH:8]=[CH:7][C:6]([Cl:9])=[CH:5][C:3]=1[NH2:4].C[Si]([N-][Si](C)(C)C)(C)C.[Na+].[C:20](O[C:20]([O:22][C:23]([CH3:26])([CH3:25])[CH3:24])=[O:21])([O:22][C:23]([CH3:26])([CH3:25])[CH3:24])=[O:21].